Dataset: Full USPTO retrosynthesis dataset with 1.9M reactions from patents (1976-2016). Task: Predict the reactants needed to synthesize the given product. (1) Given the product [C:14]([C:10]1[C:7]2[CH2:8][CH2:9][N:4]([C:1](=[O:3])[CH2:2][CH2:5][N:4]3[C:21](=[O:22])[C:20]4[C:24](=[CH:25][CH:26]=[CH:18][CH:19]=4)[C:1]3=[O:3])[CH2:5][C:6]=2[S:12][C:11]=1[NH:13][C:21](=[O:22])[C:20]1[CH:19]=[CH:18][CH:26]=[CH:25][CH:24]=1)#[N:15], predict the reactants needed to synthesize it. The reactants are: [C:1]([N:4]1[CH2:9][CH2:8][C:7]2[C:10]([C:14]#[N:15])=[C:11]([NH2:13])[S:12][C:6]=2[CH2:5]1)(=[O:3])[CH3:2].CO[C:18]1[CH:19]=[C:20]([CH:24]=[CH:25][CH:26]=1)[C:21](Cl)=[O:22]. (2) Given the product [Cl:21][C:5]1[C:6]([NH:8][C:9]2[CH:20]=[CH:19][CH:18]=[CH:17][C:10]=2[C:11]([NH:13][CH2:14][CH2:15][CH3:16])=[O:12])=[N:7][C:2]([NH:22][C:23]2[CH:36]=[CH:35][C:26]3[NH:27][C:28](=[O:34])[CH2:29][CH2:30][C:31]([CH3:33])([CH3:32])[C:25]=3[CH:24]=2)=[N:3][CH:4]=1, predict the reactants needed to synthesize it. The reactants are: Cl[C:2]1[N:7]=[C:6]([NH:8][C:9]2[CH:20]=[CH:19][CH:18]=[CH:17][C:10]=2[C:11]([NH:13][CH2:14][CH2:15][CH3:16])=[O:12])[C:5]([Cl:21])=[CH:4][N:3]=1.[NH2:22][C:23]1[CH:36]=[CH:35][C:26]2[NH:27][C:28](=[O:34])[CH2:29][CH2:30][C:31]([CH3:33])([CH3:32])[C:25]=2[CH:24]=1.C12(CS(O)(=O)=O)C(C)(C)C(CC1)CC2=O.C(O)(C)C.